Dataset: Catalyst prediction with 721,799 reactions and 888 catalyst types from USPTO. Task: Predict which catalyst facilitates the given reaction. (1) Reactant: [H-].[H-].[H-].[H-].[Li+].[Al+3].[CH2:7]([O:9][C:10]1[CH:15]=[CH:14][CH:13]=[C:12]([CH2:16][CH2:17][N+:18]([O-])=O)[CH:11]=1)[CH3:8]. Product: [CH2:7]([O:9][C:10]1[CH:11]=[C:12]([CH2:16][CH2:17][NH2:18])[CH:13]=[CH:14][CH:15]=1)[CH3:8]. The catalyst class is: 1. (2) Reactant: O[CH2:2][CH2:3][O:4][C:5]1[CH:6]=[CH:7][C:8]([C:25]2[NH:34][C:33](=[O:35])[C:32]3[C:27](=[CH:28][C:29]([O:38][CH3:39])=[CH:30][C:31]=3[O:36][CH3:37])[N:26]=2)=[N:9][C:10]=1[C:11]1[CH:16]=[CH:15][C:14]([S:17]([CH3:20])(=[O:19])=[O:18])=[CH:13][C:12]=1[C:21]([F:24])([F:23])[F:22].P(Br)(Br)[Br:41].C([O-])([O-])=O.[Na+].[Na+]. Product: [Br:41][CH2:2][CH2:3][O:4][C:5]1[CH:6]=[CH:7][C:8]([C:25]2[NH:34][C:33](=[O:35])[C:32]3[C:27](=[CH:28][C:29]([O:38][CH3:39])=[CH:30][C:31]=3[O:36][CH3:37])[N:26]=2)=[N:9][C:10]=1[C:11]1[CH:16]=[CH:15][C:14]([S:17]([CH3:20])(=[O:19])=[O:18])=[CH:13][C:12]=1[C:21]([F:24])([F:23])[F:22]. The catalyst class is: 9. (3) Reactant: [CH3:1][O:2][C:3](=[O:27])[CH2:4][C:5]1[CH:6]=[C:7]([C:13]2[CH:18]=[CH:17][C:16]([C:19]([F:22])([F:21])[F:20])=[CH:15][C:14]=2[CH2:23][NH:24][CH2:25][CH3:26])[C:8]([O:11][CH3:12])=[CH:9][CH:10]=1.C(N(CC)CC)C.Cl[C:36]([O:38][CH2:39][C:40]1[CH:45]=[CH:44][CH:43]=[CH:42][C:41]=1[Cl:46])=[O:37]. Product: [CH3:1][O:2][C:3](=[O:27])[CH2:4][C:5]1[CH:6]=[C:7]([C:13]2[CH:18]=[CH:17][C:16]([C:19]([F:21])([F:20])[F:22])=[CH:15][C:14]=2[CH2:23][N:24]([C:36]([O:38][CH2:39][C:40]2[CH:45]=[CH:44][CH:43]=[CH:42][C:41]=2[Cl:46])=[O:37])[CH2:25][CH3:26])[C:8]([O:11][CH3:12])=[CH:9][CH:10]=1. The catalyst class is: 34. (4) Reactant: Br[C:2]1[CH:25]=[CH:24][C:5]2[N:6]([C:9]3[CH:10]=[C:11]([NH:15][C:16]([NH:18][CH2:19][C:20]([F:23])([F:22])[F:21])=[O:17])[CH:12]=[CH:13][CH:14]=3)[CH:7]=[N:8][C:4]=2[CH:3]=1.CC1(C)C(C)(C)OB([C:34]2[CH:35]=[N:36][N:37]([CH:39]3[CH2:44][CH2:43][N:42]([C:45]([O:47][C:48]([CH3:51])([CH3:50])[CH3:49])=[O:46])[CH2:41][CH2:40]3)[CH:38]=2)O1.ClCCl.C(=O)([O-])[O-].[Na+].[Na+]. Product: [F:21][C:20]([F:23])([F:22])[CH2:19][NH:18][C:16]([NH:15][C:11]1[CH:10]=[C:9]([N:6]2[C:5]3[CH:24]=[CH:25][C:2]([C:34]4[CH:35]=[N:36][N:37]([CH:39]5[CH2:40][CH2:41][N:42]([C:45]([O:47][C:48]([CH3:51])([CH3:50])[CH3:49])=[O:46])[CH2:43][CH2:44]5)[CH:38]=4)=[CH:3][C:4]=3[N:8]=[CH:7]2)[CH:14]=[CH:13][CH:12]=1)=[O:17]. The catalyst class is: 38. (5) Reactant: C(O)(C(F)(F)F)=O.[CH2:8]([O:10][C:11](=[O:33])[C:12]1[CH:17]=[C:16]([C:18]#[N:19])[C:15]([N:20]2[CH2:23][CH:22]([C:24]([O:26]C(C)(C)C)=[O:25])[CH2:21]2)=[N:14][C:13]=1[O:31][CH3:32])[CH3:9]. Product: [C:18]([C:16]1[C:15]([N:20]2[CH2:21][CH:22]([C:24]([OH:26])=[O:25])[CH2:23]2)=[N:14][C:13]([O:31][CH3:32])=[C:12]([C:11]([O:10][CH2:8][CH3:9])=[O:33])[CH:17]=1)#[N:19]. The catalyst class is: 2.